From a dataset of Full USPTO retrosynthesis dataset with 1.9M reactions from patents (1976-2016). Predict the reactants needed to synthesize the given product. (1) Given the product [ClH:1].[NH2:50][CH2:49][C@H:46]1[CH2:47][CH2:48][C@H:43]([C:41]([NH:40][C@@H:25]([CH2:24][C:20]2[CH:19]=[C:18]([C:4]3[CH:5]=[C:6]([S:9]([N:12]4[CH2:17][CH2:16][O:15][CH2:14][CH2:13]4)(=[O:11])=[O:10])[CH:7]=[CH:8][C:3]=3[CH3:2])[CH:23]=[CH:22][CH:21]=2)[C:26](=[O:39])[NH:27][C:28]2[CH:33]=[CH:32][C:31]([C:34]3[NH:35][N:36]=[N:37][N:38]=3)=[CH:30][CH:29]=2)=[O:42])[CH2:44][CH2:45]1, predict the reactants needed to synthesize it. The reactants are: [ClH:1].[CH3:2][C:3]1[CH:8]=[CH:7][C:6]([S:9]([N:12]2[CH2:17][CH2:16][O:15][CH2:14][CH2:13]2)(=[O:11])=[O:10])=[CH:5][C:4]=1[C:18]1[CH:23]=[CH:22][CH:21]=[C:20]([CH2:24][C@H:25]([NH:40][C:41]([C@H:43]2[CH2:48][CH2:47][C@H:46]([CH2:49][NH:50]C(=O)OC(C)(C)C)[CH2:45][CH2:44]2)=[O:42])[C:26](=[O:39])[NH:27][C:28]2[CH:33]=[CH:32][C:31]([C:34]3[NH:38][N:37]=[N:36][N:35]=3)=[CH:30][CH:29]=2)[CH:19]=1.C(#N)C. (2) The reactants are: C([O:3][C:4](=[O:32])[C:5]([O:8][C:9]1[CH:14]=[CH:13][C:12]([O:15][CH2:16][CH2:17][C:18]2[N:19]=[C:20]([C:24]3[CH:29]=[CH:28][C:27]([O:30][CH3:31])=[CH:26][CH:25]=3)[O:21][C:22]=2[CH3:23])=[CH:11][CH:10]=1)([CH3:7])[CH3:6])C.[OH-].[Na+]. Given the product [CH3:31][O:30][C:27]1[CH:26]=[CH:25][C:24]([C:20]2[O:21][C:22]([CH3:23])=[C:18]([CH2:17][CH2:16][O:15][C:12]3[CH:11]=[CH:10][C:9]([O:8][C:5]([CH3:6])([CH3:7])[C:4]([OH:32])=[O:3])=[CH:14][CH:13]=3)[N:19]=2)=[CH:29][CH:28]=1, predict the reactants needed to synthesize it. (3) Given the product [Cl:1][C:2]1[C:7]([C:8]2[CH:13]=[CH:12][CH:11]=[CH:10][CH:9]=2)=[N:6][N:5]=[C:4]2[N:14]([CH2:23][C:24]([N:31]3[CH2:32][CH2:33][C:29]([F:34])([F:28])[CH2:30]3)=[O:26])[N:15]=[C:16]([C:17]3[CH:22]=[CH:21][CH:20]=[CH:19][CH:18]=3)[C:3]=12, predict the reactants needed to synthesize it. The reactants are: [Cl:1][C:2]1[C:7]([C:8]2[CH:13]=[CH:12][CH:11]=[CH:10][CH:9]=2)=[N:6][N:5]=[C:4]2[N:14]([CH2:23][C:24]([OH:26])=O)[N:15]=[C:16]([C:17]3[CH:22]=[CH:21][CH:20]=[CH:19][CH:18]=3)[C:3]=12.Cl.[F:28][C:29]1([F:34])[CH2:33][CH2:32][NH:31][CH2:30]1.C(N(C(C)C)CC)(C)C.F[P-](F)(F)(F)(F)F.N1(OC(N(C)C)=[N+](C)C)C2N=CC=CC=2N=N1. (4) The reactants are: O[CH2:2][C:3]([C:5]1[CH:10]=[CH:9][CH:8]=[CH:7][CH:6]=1)=[O:4].[CH:11](=[O:18])C1C=CC=CC=1. Given the product [O:18]1[C:6]2[C:5](=[CH:10][CH:9]=[CH:8][CH:7]=2)[C:3](=[O:4])[CH2:2][CH2:11]1, predict the reactants needed to synthesize it.